Dataset: Forward reaction prediction with 1.9M reactions from USPTO patents (1976-2016). Task: Predict the product of the given reaction. Given the reactants [C:1]([N:4]1[C:13]2[C:8](=[CH:9][CH:10]=[CH:11][CH:12]=2)[C@H:7]([NH:14]C(=O)OCC2C=CC=CC=2)[C@@H:6]([CH3:25])[C@@H:5]1[CH:26]1[CH2:29][CH2:28][CH2:27]1)(=[O:3])[CH3:2], predict the reaction product. The product is: [NH2:14][C@H:7]1[C:8]2[C:13](=[CH:12][CH:11]=[CH:10][CH:9]=2)[N:4]([C:1](=[O:3])[CH3:2])[C@@H:5]([CH:26]2[CH2:29][CH2:28][CH2:27]2)[C@@H:6]1[CH3:25].